Dataset: Forward reaction prediction with 1.9M reactions from USPTO patents (1976-2016). Task: Predict the product of the given reaction. (1) Given the reactants [CH3:1][C@@H:2]1[CH2:11][C:10]2[C:5](=[CH:6][CH:7]=[C:8]([CH2:12][CH:13]=[O:14])[CH:9]=2)[C:4](=[O:15])[O:3]1.BrC1C=C2C(=CC=1)C(=O)O[C@@H](C)C2, predict the reaction product. The product is: [CH3:1][C@H:2]1[CH2:11][C:10]2[C:5](=[CH:6][CH:7]=[C:8]([CH2:12][CH:13]=[O:14])[CH:9]=2)[C:4](=[O:15])[O:3]1. (2) The product is: [F:48][C:49]1[CH:50]=[C:51]([C:14]2[C:15]([CH3:22])([CH3:21])[C@H:16]3[C@:11]([CH3:31])([CH2:12][CH:13]=2)[C@@H:10]2[C@:19]([CH3:20])([C@@:2]4([CH3:1])[C@H:7]([CH2:8][CH2:9]2)[C@H:6]2[C@H:32]([C:35]([CH3:37])=[CH2:36])[CH2:33][CH2:34][C@:5]2([C:38]([O:40][CH2:41][C:42]2[CH:47]=[CH:46][CH:45]=[CH:44][CH:43]=2)=[O:39])[CH2:4][CH2:3]4)[CH2:18][CH2:17]3)[CH:52]=[CH:53][C:54]=1[C:55]([O:57][CH3:58])=[O:56]. Given the reactants [CH3:1][C@:2]12[C@@:19]3([CH3:20])[C@@H:10]([C@:11]4([CH3:31])[C@@H:16]([CH2:17][CH2:18]3)[C:15]([CH3:22])([CH3:21])[C:14](OS(C(F)(F)F)(=O)=O)=[CH:13][CH2:12]4)[CH2:9][CH2:8][C@@H:7]1[C@H:6]1[C@H:32]([C:35]([CH3:37])=[CH2:36])[CH2:33][CH2:34][C@:5]1([C:38]([O:40][CH2:41][C:42]1[CH:47]=[CH:46][CH:45]=[CH:44][CH:43]=1)=[O:39])[CH2:4][CH2:3]2.[F:48][C:49]1[CH:50]=[C:51](B(O)O)[CH:52]=[CH:53][C:54]=1[C:55]([O:57][CH3:58])=[O:56].O.C(=O)([O-])[O-].[Na+].[Na+], predict the reaction product. (3) Given the reactants [O:1]1[CH2:6][CH2:5][CH2:4][CH2:3][CH:2]1[N:7]1[C:15]2[C:10](=[CH:11][C:12]([C:16]3[N:20]=[CH:19][N:18]([C:21]([C:34]4[CH:39]=[CH:38][CH:37]=[CH:36][CH:35]=4)([C:28]4[CH:33]=[CH:32][CH:31]=[CH:30][CH:29]=4)[C:22]4[CH:27]=[CH:26][CH:25]=[CH:24][CH:23]=4)[N:17]=3)=[CH:13][CH:14]=2)[C:9]([C:40]2[CH:41]=[C:42]([NH2:46])[CH:43]=[CH:44][CH:45]=2)=[N:8]1.[C:47]1([CH2:53][C:54](Cl)=[O:55])[CH:52]=[CH:51][CH:50]=[CH:49][CH:48]=1.C(N(CC)CC)C, predict the reaction product. The product is: [O:1]1[CH2:6][CH2:5][CH2:4][CH2:3][CH:2]1[N:7]1[C:15]2[C:10](=[CH:11][C:12]([C:16]3[N:20]=[CH:19][N:18]([C:21]([C:28]4[CH:33]=[CH:32][CH:31]=[CH:30][CH:29]=4)([C:22]4[CH:27]=[CH:26][CH:25]=[CH:24][CH:23]=4)[C:34]4[CH:35]=[CH:36][CH:37]=[CH:38][CH:39]=4)[N:17]=3)=[CH:13][CH:14]=2)[C:9]([C:40]2[CH:41]=[C:42]([NH:46][C:54](=[O:55])[CH2:53][C:47]3[CH:52]=[CH:51][CH:50]=[CH:49][CH:48]=3)[CH:43]=[CH:44][CH:45]=2)=[N:8]1. (4) Given the reactants OS(O)(=O)=O.[F:6][C:7]1[CH:12]=[CH:11][CH:10]=[CH:9][C:8]=1[C:13](=[O:15])[CH3:14].[N+:16]([O-])([OH:18])=[O:17], predict the reaction product. The product is: [F:6][C:7]1[CH:12]=[CH:11][C:10]([N+:16]([O-:18])=[O:17])=[CH:9][C:8]=1[C:13](=[O:15])[CH3:14]. (5) Given the reactants [F:1][C:2]([F:13])([F:12])[C:3]1[CH:4]=[C:5]([CH:9]=[CH:10][CH:11]=1)[C:6]([OH:8])=[O:7].[N+:14]([O-])([O-:16])=[O:15].[K+], predict the reaction product. The product is: [N+:14]([C:9]1[CH:10]=[CH:11][C:3]([C:2]([F:12])([F:13])[F:1])=[CH:4][C:5]=1[C:6]([OH:8])=[O:7])([O-:16])=[O:15]. (6) Given the reactants [Cl:1][C:2]1[CH:12]=[CH:11][C:5]([C:6]([N:8]=[C:9]=[S:10])=[O:7])=[CH:4][CH:3]=1.[NH2:13][C:14]([NH2:16])=[O:15], predict the reaction product. The product is: [C:14]([NH:16][C:9]([NH:8][C:6](=[O:7])[C:5]1[CH:11]=[CH:12][C:2]([Cl:1])=[CH:3][CH:4]=1)=[S:10])(=[O:15])[NH2:13]. (7) Given the reactants [CH3:1][C:2]([CH3:10])([CH:5]([OH:9])[CH:6]([CH3:8])[CH3:7])[CH2:3][OH:4].[CH2:11](Br)[CH3:12], predict the reaction product. The product is: [CH2:11]([O:4][CH2:3][C:2]([CH3:10])([CH3:1])[CH:5]([OH:9])[CH:6]([CH3:8])[CH3:7])[CH3:12]. (8) Given the reactants [F:1][C:2]([F:13])([F:12])[C:3]1[N:11]=[CH:10][CH:9]=[CH:8][C:4]=1[C:5](O)=[O:6].[H-].[H-].[H-].[H-].[Li+].[Al+3], predict the reaction product. The product is: [F:13][C:2]([F:1])([F:12])[C:3]1[C:4]([CH2:5][OH:6])=[CH:8][CH:9]=[CH:10][N:11]=1. (9) Given the reactants COC[O:4][CH:5]([C:11]1[C:20]2[C:15](=[CH:16][CH:17]=[CH:18][CH:19]=2)[CH:14]=[CH:13][C:12]=1[C:21]1[CH:22]=[CH:23][C:24]2[O:29][CH2:28][CH2:27][CH2:26][C:25]=2[CH:30]=1)[C:6]([O:8][CH2:9][CH3:10])=[O:7].FC(F)(F)C(O)=O, predict the reaction product. The product is: [O:29]1[C:24]2[CH:23]=[CH:22][C:21]([C:12]3[CH:13]=[CH:14][C:15]4[C:20](=[CH:19][CH:18]=[CH:17][CH:16]=4)[C:11]=3[CH:5]([OH:4])[C:6]([O:8][CH2:9][CH3:10])=[O:7])=[CH:30][C:25]=2[CH2:26][CH2:27][CH2:28]1.